Dataset: Full USPTO retrosynthesis dataset with 1.9M reactions from patents (1976-2016). Task: Predict the reactants needed to synthesize the given product. (1) Given the product [O:8]([CH2:16][CH2:17][NH:7][CH2:6][CH2:5][O:4][CH3:3])[Si:9]([C:12]([CH3:15])([CH3:14])[CH3:13])([CH3:11])[CH3:10], predict the reactants needed to synthesize it. The reactants are: [I-].[Na+].[CH3:3][O:4][CH2:5][CH2:6][NH2:7].[O:8]([CH2:16][CH2:17]Br)[Si:9]([C:12]([CH3:15])([CH3:14])[CH3:13])([CH3:11])[CH3:10]. (2) Given the product [Br:1][C:2]1[CH:7]=[CH:6][C:5]([S:16][CH3:15])=[CH:4][C:3]=1[O:9][CH2:10][C:11]([F:14])([F:13])[F:12], predict the reactants needed to synthesize it. The reactants are: [Br:1][C:2]1[CH:7]=[CH:6][C:5](F)=[CH:4][C:3]=1[O:9][CH2:10][C:11]([F:14])([F:13])[F:12].[CH3:15][S-:16].[Na+].O.